This data is from Reaction yield outcomes from USPTO patents with 853,638 reactions. The task is: Predict the reaction yield, written as a fraction of the theoretical maximum amount of product (1.0 means a 100% yield; for example, 0.34 means a 34% yield). The reactants are [CH3:1][O:2][C:3](=[O:32])[NH:4][CH:5]([C:9]([N:11]1[CH2:15][CH2:14][CH2:13][CH:12]1[C:16]1[NH:17][C:18]([C:21]2[C:30]3[C:25](=[CH:26][CH:27]=[CH:28][CH:29]=3)[C:24](Br)=[CH:23][CH:22]=2)=[CH:19][N:20]=1)=[O:10])[CH:6]([CH3:8])[CH3:7].[CH3:33][O:34][C:35](=[O:68])[NH:36][CH:37]([C:41]([N:43]1[CH2:47][CH2:46][CH2:45][CH:44]1[C:48]1[NH:49][C:50]([C:53]2[CH:58]=[CH:57][C:56](B3OC(C)(C)C(C)(C)O3)=[CH:55][CH:54]=2)=[CH:51][N:52]=1)=[O:42])[CH:38]([CH3:40])[CH3:39].C([O-])(O)=O.[Na+]. The catalyst is COCCOC.O. The product is [CH3:1][O:2][C:3](=[O:32])[NH:4][CH:5]([C:9]([N:11]1[CH2:15][CH2:14][CH2:13][CH:12]1[C:16]1[NH:17][C:18]([C:21]2[C:30]3[C:25](=[CH:26][CH:27]=[CH:28][CH:29]=3)[C:24]([C:56]3[CH:57]=[CH:58][C:53]([C:50]4[NH:49][C:48]([CH:44]5[CH2:45][CH2:46][CH2:47][N:43]5[C:41](=[O:42])[CH:37]([NH:36][C:35]([O:34][CH3:33])=[O:68])[CH:38]([CH3:40])[CH3:39])=[N:52][CH:51]=4)=[CH:54][CH:55]=3)=[CH:23][CH:22]=2)=[CH:19][N:20]=1)=[O:10])[CH:6]([CH3:8])[CH3:7]. The yield is 0.210.